Dataset: NCI-60 drug combinations with 297,098 pairs across 59 cell lines. Task: Regression. Given two drug SMILES strings and cell line genomic features, predict the synergy score measuring deviation from expected non-interaction effect. Drug 1: C1=CC(=C2C(=C1NCCNCCO)C(=O)C3=C(C=CC(=C3C2=O)O)O)NCCNCCO. Drug 2: C1CN(CCN1C(=O)CCBr)C(=O)CCBr. Cell line: HCT116. Synergy scores: CSS=57.6, Synergy_ZIP=-1.69, Synergy_Bliss=-1.60, Synergy_Loewe=0.372, Synergy_HSA=3.14.